This data is from Catalyst prediction with 721,799 reactions and 888 catalyst types from USPTO. The task is: Predict which catalyst facilitates the given reaction. (1) Reactant: C(OC(=O)[NH:7][C:8]1[CH:9]=[C:10]2[CH:16]=[C:15]([CH:17]([C:25]3[CH:30]=[CH:29][C:28]([S:31]([CH3:34])(=[O:33])=[O:32])=[CH:27][CH:26]=3)[CH2:18][CH:19]3[CH2:24][CH2:23][O:22][CH2:21][CH2:20]3)[NH:14][C:11]2=[N:12][CH:13]=1)(C)(C)C.[ClH:36]. Product: [ClH:36].[CH3:34][S:31]([C:28]1[CH:27]=[CH:26][C:25]([CH:17]([C:15]2[NH:14][C:11]3=[N:12][CH:13]=[C:8]([NH2:7])[CH:9]=[C:10]3[CH:16]=2)[CH2:18][CH:19]2[CH2:24][CH2:23][O:22][CH2:21][CH2:20]2)=[CH:30][CH:29]=1)(=[O:32])=[O:33]. The catalyst class is: 4. (2) Reactant: [CH2:1]([O:3][C:4]([CH:6]1[CH2:11][CH2:10][N:9]([C:12]2[CH:17]=[C:16]([C:18]([OH:34])([C:30]([F:33])([F:32])[F:31])[CH:19]([C:21]3[CH:26]=[CH:25][C:24]([O:27]C)=[CH:23][C:22]=3[Cl:29])[CH3:20])[CH:15]=[CH:14][N:13]=2)[CH2:8][CH2:7]1)=[O:5])[CH3:2].B(Br)(Br)Br. Product: [CH2:1]([O:3][C:4]([CH:6]1[CH2:7][CH2:8][N:9]([C:12]2[CH:17]=[C:16]([C:18]([OH:34])([C:30]([F:31])([F:32])[F:33])[CH:19]([C:21]3[CH:26]=[CH:25][C:24]([OH:27])=[CH:23][C:22]=3[Cl:29])[CH3:20])[CH:15]=[CH:14][N:13]=2)[CH2:10][CH2:11]1)=[O:5])[CH3:2]. The catalyst class is: 4. (3) Reactant: Cl.[CH3:2][N:3]([CH3:11])[C:4](=[O:10])[C@H:5]([C@@H:7]([CH3:9])[OH:8])[NH2:6].C(N(CC)CC)C.S=[C:20]1[CH2:24][S:23][C:22](=[O:25])[NH:21]1. Product: [CH3:2][N:3]([CH3:11])[C:4](=[O:10])[C@H:5]([C@@H:7]([CH3:9])[OH:8])[NH:6][C:20]1[CH2:24][S:23][C:22](=[O:25])[N:21]=1. The catalyst class is: 8. (4) The catalyst class is: 323. Product: [F:22][C:19]1[CH:20]=[CH:21][C:16]([CH2:15][O:13][CH:10]2[CH2:11][CH2:12][C:7]3([O:6][CH2:5][CH2:4][O:3]3)[CH2:8][CH2:9]2)=[CH:17][CH:18]=1. Reactant: [H-].[Na+].[O:3]1[C:7]2([CH2:12][CH2:11][CH:10]([OH:13])[CH2:9][CH2:8]2)[O:6][CH2:5][CH2:4]1.Br[CH2:15][C:16]1[CH:21]=[CH:20][C:19]([F:22])=[CH:18][CH:17]=1.C([O-])(O)=O.[Na+]. (5) Reactant: [NH2:1][C:2]1[CH:32]=[CH:31][C:5]([C:6]([N:8]2[CH2:12][CH2:11][C@@H:10]([NH:13][C:14]3[N:19]=[C:18]([C:20]4[C:28]5[C:23](=[CH:24][CH:25]=[CH:26][CH:27]=5)[NH:22][CH:21]=4)[C:17]([C:29]#[N:30])=[CH:16][N:15]=3)[CH2:9]2)=[O:7])=[CH:4][CH:3]=1.Br[CH2:34]/[CH:35]=[CH:36]/[C:37](Cl)=[O:38].[CH3:40][NH:41][CH3:42]. Product: [C:29]([C:17]1[C:18]([C:20]2[C:28]3[C:23](=[CH:24][CH:25]=[CH:26][CH:27]=3)[NH:22][CH:21]=2)=[N:19][C:14]([NH:13][C@@H:10]2[CH2:11][CH2:12][N:8]([C:6]([C:5]3[CH:4]=[CH:3][C:2]([NH:1][C:37](=[O:38])/[CH:36]=[CH:35]/[CH2:34][N:41]([CH3:42])[CH3:40])=[CH:32][CH:31]=3)=[O:7])[CH2:9]2)=[N:15][CH:16]=1)#[N:30]. The catalyst class is: 1. (6) Reactant: [F:1][C:2]1[CH:7]=[CH:6][CH:5]=[C:4]([F:8])[C:3]=1[C:9]1[N:14]=[C:13]2[C:15]([C:28]3[CH:29]=[C:30]([NH:34][CH:35]4[CH2:40][CH2:39][CH2:38][N:37]([C:41]([O:43][C:44]([CH3:47])([CH3:46])[CH3:45])=[O:42])[CH2:36]4)[CH:31]=[N:32][CH:33]=3)=[CH:16][N:17](S(C3C=CC(C)=CC=3)(=O)=O)[C:12]2=[CH:11][CH:10]=1.[OH-].[Na+]. Product: [F:1][C:2]1[CH:7]=[CH:6][CH:5]=[C:4]([F:8])[C:3]=1[C:9]1[N:14]=[C:13]2[C:15]([C:28]3[CH:29]=[C:30]([NH:34][CH:35]4[CH2:40][CH2:39][CH2:38][N:37]([C:41]([O:43][C:44]([CH3:47])([CH3:46])[CH3:45])=[O:42])[CH2:36]4)[CH:31]=[N:32][CH:33]=3)=[CH:16][NH:17][C:12]2=[CH:11][CH:10]=1. The catalyst class is: 1. (7) Reactant: [NH2:1][C:2](=[N:23][OH:24])[C:3]1[CH:8]=[CH:7][N:6]=[C:5]([N:9]2[CH2:14][CH2:13][N:12]([C:15](=[O:22])[CH2:16][CH2:17][C:18]([CH3:21])([CH3:20])[CH3:19])[CH2:11][CH2:10]2)[CH:4]=1.[H-].[Na+].[CH3:27][O:28][CH2:29][C:30](OC)=O. Product: [CH3:19][C:18]([CH3:20])([CH3:21])[CH2:17][CH2:16][C:15]([N:12]1[CH2:13][CH2:14][N:9]([C:5]2[CH:4]=[C:3]([C:2]3[N:1]=[C:30]([CH2:29][O:28][CH3:27])[O:24][N:23]=3)[CH:8]=[CH:7][N:6]=2)[CH2:10][CH2:11]1)=[O:22]. The catalyst class is: 54. (8) Reactant: [F:1][C:2]([F:18])([F:17])[C:3]1[CH:8]=[CH:7][C:6]([C:9]2[N:10]=[C:11]([C@@H:14]([OH:16])[CH3:15])[O:12][CH:13]=2)=[CH:5][CH:4]=1.C(N(CC)CC)C.[CH3:26][S:27](Cl)(=[O:29])=[O:28].O. Product: [CH3:26][S:27]([O:16][C@H:14]([C:11]1[O:12][CH:13]=[C:9]([C:6]2[CH:5]=[CH:4][C:3]([C:2]([F:1])([F:17])[F:18])=[CH:8][CH:7]=2)[N:10]=1)[CH3:15])(=[O:29])=[O:28]. The catalyst class is: 2. (9) Product: [CH2:29]([N:3]([CH2:1][CH3:2])[CH2:4][CH2:5][CH2:6][N:7]([CH3:28])[C:8]([NH:10][C:11]1[CH:16]=[C:15]([O:17][C:18]2[CH:23]=[CH:22][C:21]([NH2:24])=[CH:20][C:19]=2[F:27])[CH:14]=[CH:13][N:12]=1)=[O:9])[CH3:30]. Reactant: [CH2:1]([N:3]([CH2:29][CH3:30])[CH2:4][CH2:5][CH2:6][N:7]([CH3:28])[C:8]([NH:10][C:11]1[CH:16]=[C:15]([O:17][C:18]2[CH:23]=[CH:22][C:21]([N+:24]([O-])=O)=[CH:20][C:19]=2[F:27])[CH:14]=[CH:13][N:12]=1)=[O:9])[CH3:2].O1CCCC1. The catalyst class is: 129.